From a dataset of Full USPTO retrosynthesis dataset with 1.9M reactions from patents (1976-2016). Predict the reactants needed to synthesize the given product. (1) Given the product [Cl:1][C:2]1[CH:3]=[CH:4][C:5]([C:8]([NH:10][C:11]([NH:32][C:31]2[CH:33]=[CH:34][C:28]([O:27][C:18]3[C:17]4[C:22](=[CH:23][C:24]([O:25][CH3:26])=[C:15]([O:14][CH3:13])[CH:16]=4)[N:21]=[CH:20][CH:19]=3)=[C:29]([CH3:35])[CH:30]=2)=[S:12])=[O:9])=[CH:6][CH:7]=1, predict the reactants needed to synthesize it. The reactants are: [Cl:1][C:2]1[CH:7]=[CH:6][C:5]([C:8]([N:10]=[C:11]=[S:12])=[O:9])=[CH:4][CH:3]=1.[CH3:13][O:14][C:15]1[CH:16]=[C:17]2[C:22](=[CH:23][C:24]=1[O:25][CH3:26])[N:21]=[CH:20][CH:19]=[C:18]2[O:27][C:28]1[CH:34]=[CH:33][C:31]([NH2:32])=[CH:30][C:29]=1[CH3:35].C1(C)C=CC=CC=1. (2) Given the product [CH:15]12[CH2:16][CH:17]3[CH2:18][CH:19]([CH2:20][CH:21]([CH2:22]3)[CH:14]1[NH:13][C:12]([C:9]1([CH2:8][NH:7][S:33]([C:29]3[CH:30]=[CH:31][CH:32]=[C:27]([Cl:26])[C:28]=3[CH3:37])(=[O:34])=[O:35])[CH2:10][CH2:11]1)=[O:24])[CH2:23]2, predict the reactants needed to synthesize it. The reactants are: C(OC(=O)[NH:7][CH2:8][C:9]1([C:12](=[O:24])[NH:13][CH:14]2[CH:21]3[CH2:22][CH:17]4[CH2:18][CH:19]([CH2:23][CH:15]2[CH2:16]4)[CH2:20]3)[CH2:11][CH2:10]1)(C)(C)C.[Cl:26][C:27]1[C:28]([CH3:37])=[C:29]([S:33](Cl)(=[O:35])=[O:34])[CH:30]=[CH:31][CH:32]=1. (3) Given the product [F:27][C:21]([F:26])([C:22]([F:23])([F:24])[F:25])[CH2:20][CH2:19][CH2:18][S:17][CH2:16][CH2:15][CH2:14][CH2:13][OH:12], predict the reactants needed to synthesize it. The reactants are: B(Br)(Br)Br.C([O:12][CH2:13][CH2:14][CH2:15][CH2:16][S:17][CH2:18][CH2:19][CH2:20][C:21]([F:27])([F:26])[C:22]([F:25])([F:24])[F:23])C1C=CC=CC=1.O. (4) Given the product [NH2:25][C:23]1[N:22]=[CH:21][N:20]=[C:19]2[N:18]([CH:26]([CH3:28])[CH3:27])[N:17]=[C:16]([C:8]3[CH:7]=[C:6]([NH:5][S:2]([CH3:1])(=[O:4])=[O:3])[CH:11]=[CH:10][CH:9]=3)[C:24]=12, predict the reactants needed to synthesize it. The reactants are: [CH3:1][S:2]([NH:5][C:6]1[CH:7]=[C:8](B(O)O)[CH:9]=[CH:10][CH:11]=1)(=[O:4])=[O:3].I[C:16]1[C:24]2[C:19](=[N:20][CH:21]=[N:22][C:23]=2[NH2:25])[N:18]([CH:26]([CH3:28])[CH3:27])[N:17]=1.C([O-])([O-])=O.[Na+].[Na+]. (5) Given the product [CH3:1][O:2][C:3]1[CH:4]=[C:5]([CH:9]=[CH:10][CH:11]=1)[C:6]([CH:10]1[CH2:11][CH:3]=[CH:4][O:24][C:23]1=[O:26])=[O:7], predict the reactants needed to synthesize it. The reactants are: [CH3:1][O:2][C:3]1[CH:4]=[C:5]([CH:9]=[CH:10][CH:11]=1)[C:6](Cl)=[O:7].C[Si](C)(C)[N-][Si](C)(C)C.[Li+].O.[C:23](=[O:26])(O)[O-:24].[Na+]. (6) Given the product [Cl:1][C:2]1[CH:7]=[CH:6][C:5]([N:10]2[CH2:14][CH2:13][CH2:12][C:11]2=[O:15])=[C:4]([F:9])[CH:3]=1, predict the reactants needed to synthesize it. The reactants are: [Cl:1][C:2]1[CH:7]=[CH:6][C:5](I)=[C:4]([F:9])[CH:3]=1.[NH:10]1[CH2:14][CH2:13][CH2:12][C:11]1=[O:15].[C@@H]1(N)CCCC[C@H]1N.P([O-])([O-])([O-])=O.[K+].[K+].[K+].O1CCOCC1. (7) Given the product [ClH:30].[N:18]1[CH:23]=[CH:22][C:21]([N:24]2[CH2:25][CH2:26][CH:27]([C:28]([NH:16][C:11]3[CH:12]=[CH:13][CH:14]=[CH:15][C:10]=3[C:9]([NH:8][C:5]3[CH:4]=[CH:3][C:2]([Br:1])=[CH:7][CH:6]=3)=[O:17])=[O:29])[CH2:31][CH2:32]2)=[CH:20][CH:19]=1, predict the reactants needed to synthesize it. The reactants are: [Br:1][C:2]1[CH:7]=[CH:6][C:5]([NH:8][C:9](=[O:17])[C:10]2[CH:15]=[CH:14][CH:13]=[CH:12][C:11]=2[NH2:16])=[CH:4][CH:3]=1.[N:18]1[CH:23]=[CH:22][C:21]([N:24]2[CH2:32][CH2:31][CH:27]([C:28]([Cl:30])=[O:29])[CH2:26][CH2:25]2)=[CH:20][CH:19]=1. (8) The reactants are: [Br:1][C:2]1[CH:3]=[CH:4][C:5]([CH:8]([C:10]2[CH:15]=[CH:14][C:13]([O:16][CH3:17])=[CH:12][CH:11]=2)[OH:9])=[N:6][CH:7]=1. Given the product [Br:1][C:2]1[CH:3]=[CH:4][C:5]([C:8]([C:10]2[CH:15]=[CH:14][C:13]([O:16][CH3:17])=[CH:12][CH:11]=2)=[O:9])=[N:6][CH:7]=1, predict the reactants needed to synthesize it.